This data is from Reaction yield outcomes from USPTO patents with 853,638 reactions. The task is: Predict the reaction yield, written as a fraction of the theoretical maximum amount of product (1.0 means a 100% yield; for example, 0.34 means a 34% yield). (1) The reactants are Cl.[NH2:2][OH:3].[OH-].[K+].[C:6]12([NH:16][CH2:17][C:18]3[O:22][C:21](/[CH:23]=[CH:24]/[C:25]([O:27]C)=O)=[CH:20][CH:19]=3)[CH2:15][CH:10]3[CH2:11][CH:12]([CH2:14][CH:8]([CH2:9]3)[CH2:7]1)[CH2:13]2.C(O)(=O)C. The catalyst is CO.C(Cl)Cl.O. The product is [C:6]12([NH:16][CH2:17][C:18]3[O:22][C:21](/[CH:23]=[CH:24]/[C:25]([NH:2][OH:3])=[O:27])=[CH:20][CH:19]=3)[CH2:15][CH:10]3[CH2:11][CH:12]([CH2:14][CH:8]([CH2:9]3)[CH2:7]1)[CH2:13]2. The yield is 0.200. (2) The reactants are [OH:1][C:2]1[CH:7]=[CH:6][C:5]([C:8]2[CH:9]=[C:10]3[C:15](=[CH:16][CH:17]=2)[N:14]=[C:13]([C:18]([O:20][CH3:21])=[O:19])[CH:12]=[CH:11]3)=[CH:4][CH:3]=1.[Cl:22][C:23]1[CH:24]=[N:25][CH:26]=[C:27]([Cl:39])[C:28]=1[C:29]1[C:33]([CH2:34]O)=[C:32]([CH:36]([CH3:38])[CH3:37])[O:31][N:30]=1.C1(P(C2C=CC=CC=2)C2C=CC=CC=2)C=CC=CC=1.N(C(OC(C)C)=O)=NC(OC(C)C)=O. The catalyst is ClCCl. The product is [Cl:39][C:27]1[CH:26]=[N:25][CH:24]=[C:23]([Cl:22])[C:28]=1[C:29]1[C:33]([CH2:34][O:1][C:2]2[CH:7]=[CH:6][C:5]([C:8]3[CH:9]=[C:10]4[C:15](=[CH:16][CH:17]=3)[N:14]=[C:13]([C:18]([O:20][CH3:21])=[O:19])[CH:12]=[CH:11]4)=[CH:4][CH:3]=2)=[C:32]([CH:36]([CH3:37])[CH3:38])[O:31][N:30]=1. The yield is 0.520.